Dataset: Full USPTO retrosynthesis dataset with 1.9M reactions from patents (1976-2016). Task: Predict the reactants needed to synthesize the given product. The reactants are: [CH3:1][O:2][C:3](=[O:36])[CH:4]([NH:25]C(OCC1C=CC=CC=1)=O)[CH2:5][C:6]1[CH:14]=[C:13]([CH3:15])[C:12]2[C:8](=[CH:9][N:10]([S:16]([CH2:19][CH2:20][Si:21]([CH3:24])([CH3:23])[CH3:22])(=[O:18])=[O:17])[N:11]=2)[CH:7]=1.[H][H]. Given the product [CH3:1][O:2][C:3](=[O:36])[C@H:4]([NH2:25])[CH2:5][C:6]1[CH:14]=[C:13]([CH3:15])[C:12]2[C:8](=[CH:9][N:10]([S:16]([CH2:19][CH2:20][Si:21]([CH3:22])([CH3:24])[CH3:23])(=[O:17])=[O:18])[N:11]=2)[CH:7]=1, predict the reactants needed to synthesize it.